This data is from Forward reaction prediction with 1.9M reactions from USPTO patents (1976-2016). The task is: Predict the product of the given reaction. Given the reactants [NH2:1][C:2]1[N:3]=[C:4]([NH:17][CH:18]2[CH2:23][CH2:22][N:21]([C:24](=[O:32])[C:25]3[CH:30]=[CH:29][C:28](I)=[CH:27][CH:26]=3)[CH2:20][CH2:19]2)[S:5][C:6]=1[C:7]([C:9]1[C:14]([F:15])=[CH:13][CH:12]=[CH:11][C:10]=1[F:16])=[O:8].NC1N=C(NC2CCNCC2)SC=1C(C1C(F)=CC=CC=1F)=O.[N+:56](C1C=C(C=CC=1)C(Cl)=O)([O-:58])=[O:57], predict the reaction product. The product is: [NH2:1][C:2]1[N:3]=[C:4]([NH:17][CH:18]2[CH2:23][CH2:22][N:21]([C:24]([C:25]3[CH:30]=[CH:29][CH:28]=[C:27]([N+:56]([O-:58])=[O:57])[CH:26]=3)=[O:32])[CH2:20][CH2:19]2)[S:5][C:6]=1[C:7]([C:9]1[C:14]([F:15])=[CH:13][CH:12]=[CH:11][C:10]=1[F:16])=[O:8].